From a dataset of Full USPTO retrosynthesis dataset with 1.9M reactions from patents (1976-2016). Predict the reactants needed to synthesize the given product. (1) Given the product [Cl:2][C:3]1[CH:8]=[CH:7][CH:6]=[CH:5][C:4]=1[C@H:9]1[C@@H:13]([C:14]2[CH:19]=[CH:18][CH:17]=[CH:16][C:15]=2[Cl:20])[N:12]([C:28]([O:27][C:23]([CH3:26])([CH3:25])[CH3:24])=[O:29])[C:11]([S:21][CH3:22])=[N:10]1, predict the reactants needed to synthesize it. The reactants are: I.[Cl:2][C:3]1[CH:8]=[CH:7][CH:6]=[CH:5][C:4]=1[C@H:9]1[C@@H:13]([C:14]2[CH:19]=[CH:18][CH:17]=[CH:16][C:15]=2[Cl:20])[NH:12][C:11]([S:21][CH3:22])=[N:10]1.[C:23]([O:27][C:28](O[C:28]([O:27][C:23]([CH3:26])([CH3:25])[CH3:24])=[O:29])=[O:29])([CH3:26])([CH3:25])[CH3:24].C(N(CC)C(C)C)(C)C. (2) Given the product [Br:8][C:5]1[CH:6]=[CH:7][C:2]([NH:1][CH:14]=[N:12][OH:19])=[N:3][CH:4]=1, predict the reactants needed to synthesize it. The reactants are: [NH2:1][C:2]1[CH:7]=[CH:6][C:5]([Br:8])=[CH:4][N:3]=1.COC(OC)[N:12]([CH3:14])C.Cl.N[OH:19]. (3) Given the product [CH3:41][N:42]([CH3:43])[CH2:2][C:3]([N:5]([C:25]1[CH:30]=[CH:29][C:28]([O:31][C:32]2[CH:37]=[CH:36][C:35]([N+:38]([O-:40])=[O:39])=[CH:34][N:33]=2)=[CH:27][CH:26]=1)[CH2:6][C:7]([N:9]1[CH2:14][CH2:13][N:12]([CH2:15][C:16]2[CH:24]=[CH:23][C:22]3[O:21][CH2:20][O:19][C:18]=3[CH:17]=2)[CH2:11][CH2:10]1)=[O:8])=[O:4], predict the reactants needed to synthesize it. The reactants are: Cl[CH2:2][C:3]([N:5]([C:25]1[CH:30]=[CH:29][C:28]([O:31][C:32]2[CH:37]=[CH:36][C:35]([N+:38]([O-:40])=[O:39])=[CH:34][N:33]=2)=[CH:27][CH:26]=1)[CH2:6][C:7]([N:9]1[CH2:14][CH2:13][N:12]([CH2:15][C:16]2[CH:24]=[CH:23][C:22]3[O:21][CH2:20][O:19][C:18]=3[CH:17]=2)[CH2:11][CH2:10]1)=[O:8])=[O:4].[CH3:41][NH:42][CH3:43].O. (4) Given the product [I-:26].[CH3:25][N+:22]1[CH:23]=[CH:24][N:20]([C:13]([O:9][C:7]([CH3:10])([CH3:8])[C:6]([F:12])([F:11])[F:5])=[O:14])[CH:21]=1, predict the reactants needed to synthesize it. The reactants are: C(Cl)(Cl)Cl.[F:5][C:6]([F:12])([F:11])[C:7]([CH3:10])([OH:9])[CH3:8].[C:13]([N:20]1[CH:24]=[CH:23][N:22]=[CH:21]1)(N1C=CN=C1)=[O:14].[CH3:25][I:26]. (5) Given the product [C:1]([O:5][C:6]([N:8]1[CH2:13][CH2:12][CH:11]([CH2:14][CH2:15][CH2:16][C:17](=[O:27])[N:18]([C:19]2[CH:24]=[CH:23][C:22]([Cl:25])=[C:21]([Cl:26])[CH:20]=2)[CH2:30][CH3:31])[CH2:10][CH2:9]1)=[O:7])([CH3:4])([CH3:2])[CH3:3], predict the reactants needed to synthesize it. The reactants are: [C:1]([O:5][C:6]([N:8]1[CH2:13][CH2:12][CH:11]([CH2:14][CH2:15][CH2:16][C:17](=[O:27])[NH:18][C:19]2[CH:24]=[CH:23][C:22]([Cl:25])=[C:21]([Cl:26])[CH:20]=2)[CH2:10][CH2:9]1)=[O:7])([CH3:4])([CH3:3])[CH3:2].[H-].[Na+].[CH2:30](I)[CH3:31].C(=O)([O-])O.[Na+]. (6) Given the product [Cl:1][C:2]1[N:10]=[C:9]([C:21]2[CH:22]=[N:23][CH:24]=[CH:25][CH:26]=2)[N:8]=[C:7]2[C:3]=1[N:4]=[CH:5][N:6]2[CH:12]([CH3:14])[CH3:13], predict the reactants needed to synthesize it. The reactants are: [Cl:1][C:2]1[N:10]=[C:9](I)[N:8]=[C:7]2[C:3]=1[N:4]=[CH:5][N:6]2[CH:12]([CH3:14])[CH3:13].B1([C:21]2[CH:26]=[CH:25][CH:24]=[N:23][CH:22]=2)OCCCO1.C1(C)C=CC=CC=1.C(=O)([O-])[O-].[Na+].[Na+]. (7) Given the product [C:33]([NH:37][C:38](=[O:52])[C:39]1[CH:44]=[CH:43][CH:42]=[C:41]([CH2:45][N:46]2[CH2:47][CH2:48][N:49]([C:4](=[O:6])[C:3]3[CH:7]=[CH:8][C:9]([N+:11]([O-:13])=[O:12])=[CH:10][C:2]=3[F:1])[CH2:50][CH2:51]2)[CH:40]=1)([CH3:36])([CH3:34])[CH3:35], predict the reactants needed to synthesize it. The reactants are: [F:1][C:2]1[CH:10]=[C:9]([N+:11]([O-:13])=[O:12])[CH:8]=[CH:7][C:3]=1[C:4]([OH:6])=O.C(N(CC)CC)C.Cl.CN(C)CCCN=C=NCC.[C:33]([NH:37][C:38](=[O:52])[C:39]1[CH:44]=[CH:43][CH:42]=[C:41]([CH2:45][N:46]2[CH2:51][CH2:50][NH:49][CH2:48][CH2:47]2)[CH:40]=1)([CH3:36])([CH3:35])[CH3:34].